This data is from Catalyst prediction with 721,799 reactions and 888 catalyst types from USPTO. The task is: Predict which catalyst facilitates the given reaction. Reactant: C([N:8]1[CH2:13][CH2:12][CH:11]([OH:14])[CH2:10][CH:9]1[C:15]([OH:17])=[O:16])C1C=CC=CC=1.[CH:18]([O-])=O.[NH4+]. Product: [OH:14][CH:11]1[CH2:12][CH2:13][NH:8][CH:9]([C:15]([O:17][CH3:18])=[O:16])[CH2:10]1. The catalyst class is: 19.